This data is from Peptide-MHC class II binding affinity with 134,281 pairs from IEDB. The task is: Regression. Given a peptide amino acid sequence and an MHC pseudo amino acid sequence, predict their binding affinity value. This is MHC class II binding data. (1) The peptide sequence is GMTGCGNTPIFKSGR. The MHC is DRB1_0405 with pseudo-sequence DRB1_0405. The binding affinity (normalized) is 0.0211. (2) The peptide sequence is SHIQSAVVCGRRHGV. The MHC is DRB5_0101 with pseudo-sequence DRB5_0101. The binding affinity (normalized) is 0.648. (3) The peptide sequence is QRMMAEIDTDGDGFI. The MHC is DRB1_1201 with pseudo-sequence DRB1_1201. The binding affinity (normalized) is 0.108. (4) The peptide sequence is MGQLISFFGEIPSII. The MHC is DRB1_0701 with pseudo-sequence DRB1_0701. The binding affinity (normalized) is 0.542. (5) The peptide sequence is SDYVYQPFPKTVWEQ. The MHC is DRB3_0202 with pseudo-sequence DRB3_0202. The binding affinity (normalized) is 0.439. (6) The peptide sequence is QPFLGLCAFLATRIFK. The MHC is DRB1_0404 with pseudo-sequence DRB1_0404. The binding affinity (normalized) is 0.508.